This data is from Catalyst prediction with 721,799 reactions and 888 catalyst types from USPTO. The task is: Predict which catalyst facilitates the given reaction. (1) Reactant: [NH2:1][C@@H:2]([CH2:27][C:28]1[CH:33]=[CH:32][CH:31]=[CH:30][CH:29]=1)[C@@H:3]([OH:26])[CH2:4][C@@H:5]([NH:13][C:14]([C@@H:16]([NH:21][C:22](=[O:25])[O:23][CH3:24])[C@@H:17]([CH3:20])[CH2:18][CH3:19])=[O:15])[CH2:6][C:7]1[CH:12]=[CH:11][CH:10]=[CH:9][CH:8]=1.FC(F)(F)C(O)=O.[CH3:41][C@@H:42]([CH2:64][CH3:65])[C@H:43]([N:47]1[CH2:51][CH2:50][N:49]([CH2:52][C:53]2[C:62]3[C:57](=[CH:58][CH:59]=[CH:60][CH:61]=3)[N:56]=[CH:55][CH:54]=2)[C:48]1=[O:63])[C:44](O)=[O:45].CCN=C=NCCCN(C)C.C1C=CC2N(O)N=NC=2C=1.CN1CCOCC1. Product: [CH2:6]([C@H:5]([NH:13][C:14]([C@@H:16]([NH:21][C:22](=[O:25])[O:23][CH3:24])[CH:17]([CH3:20])[CH2:18][CH3:19])=[O:15])[CH2:4][C@H:3]([OH:26])[C@@H:2]([NH:1][C:44](=[O:45])[C@@H:43]([N:47]1[CH2:51][CH2:50][N:49]([CH2:52][C:53]2[C:62]3[C:57](=[CH:58][CH:59]=[CH:60][CH:61]=3)[N:56]=[CH:55][CH:54]=2)[C:48]1=[O:63])[CH:42]([CH3:41])[CH2:64][CH3:65])[CH2:27][C:28]1[CH:29]=[CH:30][CH:31]=[CH:32][CH:33]=1)[C:7]1[CH:12]=[CH:11][CH:10]=[CH:9][CH:8]=1. The catalyst class is: 3. (2) Reactant: Br[C:2]1[CH:10]=[CH:9][C:5]([C:6]([OH:8])=[O:7])=[CH:4][C:3]=1[O:11][CH3:12].[CH3:13][N:14]1[CH:18]=[C:17](B2OC(C)(C)C(C)(C)O2)[CH:16]=[N:15]1.[O-]P([O-])([O-])=O.[K+].[K+].[K+]. Product: [CH3:12][O:11][C:3]1[CH:4]=[C:5]([CH:9]=[CH:10][C:2]=1[C:17]1[CH:16]=[N:15][N:14]([CH3:13])[CH:18]=1)[C:6]([OH:8])=[O:7]. The catalyst class is: 12. (3) Reactant: [CH3:1][N:2](C)[C:3]1[CH:8]=[CH:7][C:6]([N+:9]([O-])=O)=[C:5]([N:12]2[CH2:17][CH2:16][CH2:15][CH2:14][CH2:13]2)[CH:4]=1.[CH3:19]O. Product: [CH3:1][NH:2][C:3]1[CH:8]=[CH:7][C:6]([NH:9][CH3:19])=[C:5]([N:12]2[CH2:17][CH2:16][CH2:15][CH2:14][CH2:13]2)[CH:4]=1. The catalyst class is: 45.